Dataset: Full USPTO retrosynthesis dataset with 1.9M reactions from patents (1976-2016). Task: Predict the reactants needed to synthesize the given product. The reactants are: [Cl:1][C:2]1[CH:7]=[CH:6][CH:5]=[C:4]([Cl:8])[N:3]=1.[Li+].CC([N-]C(C)C)C.[CH:17](N1CCCCC1)=[O:18].Cl. Given the product [Cl:1][C:2]1[C:7]([CH:17]=[O:18])=[CH:6][CH:5]=[C:4]([Cl:8])[N:3]=1, predict the reactants needed to synthesize it.